The task is: Predict which catalyst facilitates the given reaction.. This data is from Catalyst prediction with 721,799 reactions and 888 catalyst types from USPTO. Reactant: [C:1]([S:5]([NH:7][C:8]1([CH:12]([CH3:17])[C:13]([O:15]C)=[O:14])[CH2:11][O:10][CH2:9]1)=[O:6])([CH3:4])([CH3:3])[CH3:2].[OH-].[Na+]. Product: [C:1]([S:5]([NH:7][C:8]1([CH:12]([CH3:17])[C:13]([OH:15])=[O:14])[CH2:9][O:10][CH2:11]1)=[O:6])([CH3:4])([CH3:2])[CH3:3]. The catalyst class is: 5.